Predict the reactants needed to synthesize the given product. From a dataset of Full USPTO retrosynthesis dataset with 1.9M reactions from patents (1976-2016). (1) Given the product [C:1]([C:9]1[C:10]([O:19][CH:20]([CH3:28])[CH2:21][CH2:22][S:40][C:37]2[CH:38]=[CH:39][C:34]([CH2:33][CH2:32][C:31]([OH:30])=[O:42])=[C:35]([CH3:41])[CH:36]=2)=[CH:11][C:12]2[C:17]([CH:18]=1)=[CH:16][CH:15]=[CH:14][CH:13]=2)(=[O:8])[C:2]1[CH:7]=[CH:6][CH:5]=[CH:4][CH:3]=1, predict the reactants needed to synthesize it. The reactants are: [C:1]([C:9]1[C:10]([O:19][CH:20]([CH3:28])[CH2:21][CH2:22]OS(C)(=O)=O)=[CH:11][C:12]2[C:17]([CH:18]=1)=[CH:16][CH:15]=[CH:14][CH:13]=2)(=[O:8])[C:2]1[CH:7]=[CH:6][CH:5]=[CH:4][CH:3]=1.C[O:30][C:31](=[O:42])[CH2:32][CH2:33][C:34]1[CH:39]=[CH:38][C:37]([SH:40])=[CH:36][C:35]=1[CH3:41].C(=O)([O-])[O-].[Cs+].[Cs+].[OH-].[Na+]. (2) Given the product [Cl:20][C:18]1[CH:17]=[N:16][C:10]2[NH:11][C:12]3[C:8]([C:9]=2[CH:19]=1)=[C:7]([C:27]1[CH:28]=[CH:29][C:24]([F:23])=[CH:25][CH:26]=1)[CH:15]=[CH:14][CH:13]=3, predict the reactants needed to synthesize it. The reactants are: FC(F)(F)S(O[C:7]1[CH:15]=[CH:14][CH:13]=[C:12]2[C:8]=1[C:9]1[CH:19]=[C:18]([Cl:20])[CH:17]=[N:16][C:10]=1[NH:11]2)(=O)=O.[F:23][C:24]1[CH:29]=[CH:28][C:27](B(O)O)=[CH:26][CH:25]=1.C(=O)([O-])[O-].[Na+].[Na+].Cl.